This data is from Peptide-MHC class I binding affinity with 185,985 pairs from IEDB/IMGT. The task is: Regression. Given a peptide amino acid sequence and an MHC pseudo amino acid sequence, predict their binding affinity value. This is MHC class I binding data. (1) The MHC is HLA-B58:01 with pseudo-sequence HLA-B58:01. The binding affinity (normalized) is 0. The peptide sequence is SEAAYAKKI. (2) The peptide sequence is RTEILGLVK. The binding affinity (normalized) is 0.0847. The MHC is HLA-A26:03 with pseudo-sequence HLA-A26:03. (3) The peptide sequence is KLTSYSAGL. The MHC is HLA-A02:03 with pseudo-sequence HLA-A02:03. The binding affinity (normalized) is 1.00. (4) The peptide sequence is KQGDVFYTA. The MHC is HLA-A69:01 with pseudo-sequence HLA-A69:01. The binding affinity (normalized) is 0.0847. (5) The peptide sequence is MQDVFTFYV. The MHC is HLA-A23:01 with pseudo-sequence HLA-A23:01. The binding affinity (normalized) is 0.0847.